Dataset: Full USPTO retrosynthesis dataset with 1.9M reactions from patents (1976-2016). Task: Predict the reactants needed to synthesize the given product. (1) The reactants are: C[O:2][C:3]([C:5]1(OC)[O:9][N:8]=[C:7]([C:10]2[CH:15]=[CH:14][C:13]([C:16]#[N:17])=[CH:12][CH:11]=2)[CH2:6]1)=[O:4].[OH-].[Na+]. Given the product [C:16]([C:13]1[CH:12]=[CH:11][C:10]([C:7]2[CH:6]=[C:5]([C:3]([OH:4])=[O:2])[O:9][N:8]=2)=[CH:15][CH:14]=1)#[N:17], predict the reactants needed to synthesize it. (2) The reactants are: [Br:1][C:2]1[CH:3]=[C:4]([CH:10]=[CH:11][CH:12]=1)[CH2:5][O:6][CH2:7][CH2:8]O.[C:13]1(=[O:23])[NH:17][C:16](=[O:18])[C:15]2=[CH:19][CH:20]=[CH:21][CH:22]=[C:14]12. Given the product [Br:1][C:2]1[CH:3]=[C:4]([CH:10]=[CH:11][CH:12]=1)[CH2:5][O:6][CH2:7][CH2:8][N:17]1[C:13](=[O:23])[C:14]2[C:15](=[CH:19][CH:20]=[CH:21][CH:22]=2)[C:16]1=[O:18], predict the reactants needed to synthesize it.